From a dataset of Reaction yield outcomes from USPTO patents with 853,638 reactions. Predict the reaction yield, written as a fraction of the theoretical maximum amount of product (1.0 means a 100% yield; for example, 0.34 means a 34% yield). (1) The yield is 0.630. The product is [OH:18][CH2:17][CH2:16][C:5]1([SH:4])[CH2:6][N:7]([C:9]([O:11][C:12]([CH3:14])([CH3:13])[CH3:15])=[O:10])[CH2:8]1. The reactants are C([S:4][C:5]1([CH2:16][CH:17]=[O:18])[CH2:8][N:7]([C:9]([O:11][C:12]([CH3:15])([CH3:14])[CH3:13])=[O:10])[CH2:6]1)(=O)C.[H-].[H-].[H-].[H-].[Li+].[Al+3]. The catalyst is CCOCC. (2) The reactants are [NH2:1][C:2]([C:6]1[CH:11]=[CH:10][CH:9]=[C:8]([Br:12])[CH:7]=1)([CH3:5])[C:3]#N.C[CH2:14][O:15]C(C)=O.[OH2:19]. The catalyst is Cl.CO. The product is [CH3:14][O:15][C:3](=[O:19])[C:2]([NH2:1])([C:6]1[CH:11]=[CH:10][CH:9]=[C:8]([Br:12])[CH:7]=1)[CH3:5]. The yield is 0.460.